The task is: Predict the reactants needed to synthesize the given product.. This data is from Full USPTO retrosynthesis dataset with 1.9M reactions from patents (1976-2016). Given the product [Br:12][C:13]1[C:14]([NH:1][C:2]2[CH:11]=[CH:10][CH:9]=[CH:8][C:3]=2[C:4]([NH:6][CH3:7])=[O:5])=[CH:15][C:16]([Cl:19])=[N:17][CH:18]=1, predict the reactants needed to synthesize it. The reactants are: [NH2:1][C:2]1[CH:11]=[CH:10][CH:9]=[CH:8][C:3]=1[C:4]([NH:6][CH3:7])=[O:5].[Br:12][C:13]1[C:14](I)=[CH:15][C:16]([Cl:19])=[N:17][CH:18]=1.Cl.